This data is from Reaction yield outcomes from USPTO patents with 853,638 reactions. The task is: Predict the reaction yield, written as a fraction of the theoretical maximum amount of product (1.0 means a 100% yield; for example, 0.34 means a 34% yield). (1) The reactants are Cl[CH2:2][CH2:3][CH2:4][N:5]1[C:14]2[C:9](=[CH:10][C:11]([CH3:15])=[CH:12][CH:13]=2)[CH2:8][CH2:7][C:6]1=[O:16].[CH2:17]([O:20][CH:21]1[CH2:26][CH2:25][NH:24][CH2:23][CH2:22]1)[CH2:18][CH3:19].C([O-])([O-])=O.[K+].[K+]. The catalyst is CC#N. The product is [CH3:15][C:11]1[CH:10]=[C:9]2[C:14](=[CH:13][CH:12]=1)[N:5]([CH2:4][CH2:3][CH2:2][N:24]1[CH2:25][CH2:26][CH:21]([O:20][CH2:17][CH2:18][CH3:19])[CH2:22][CH2:23]1)[C:6](=[O:16])[CH2:7][CH2:8]2. The yield is 0.500. (2) The reactants are O1[CH:5]=[CH:4][CH:3]=[C:2]1[C:6]1[CH:11]=[CH:10][C:9]([N:12]2[CH2:17][CH2:16][N:15]([S:18]([CH2:21][CH:22]([CH:27]([CH3:29])[CH3:28])[C:23]([NH:25][OH:26])=[O:24])(=[O:20])=[O:19])[CH2:14][CH2:13]2)=[CH:8][CH:7]=1.CC(C)C(CS([N:40]1CCN(C2C=CC(C3C=NC=CC=3)=CC=2)C[CH2:41]1)(=O)=O)C(O)=O. No catalyst specified. The product is [N:40]1[CH:5]=[CH:4][CH:3]=[C:2]([C:6]2[CH:11]=[CH:10][C:9]([N:12]3[CH2:17][CH2:16][N:15]([S:18]([CH2:21][CH:22]([CH:27]([CH3:29])[CH3:28])[C:23]([NH:25][OH:26])=[O:24])(=[O:20])=[O:19])[CH2:14][CH2:13]3)=[CH:8][CH:7]=2)[CH:41]=1. The yield is 0.760.